Task: Binary Classification. Given a miRNA mature sequence and a target amino acid sequence, predict their likelihood of interaction.. Dataset: Experimentally validated miRNA-target interactions with 360,000+ pairs, plus equal number of negative samples (1) The miRNA is mmu-miR-3085-5p with sequence AGGUGCCAUUCCGAGGGCCAAGAGU. The protein sequence of the target gene is MVQSDSPEELAQRAKPAWRLQQMPVQLSNFVSKTPLIGSEWPPTGDWRSANNNSLGDWNKCCVPGSEIPQHLGPFGNSSLTMLTAQQPGEKIHPDGGYVSPKEDGRKSSEHTNSYDVSASQSPSNDGAQSDSTSDEHIDVECMTETEMDTDEKDSTIKPEDQATPKLEEGSDSKPESTSVEGTSSNYQVTSEPVQMPQMPIPVIPSFLKNSLPAPIPITPTQSANVERSNSPSIEEALLLTLSQQQFAEVFAEAAKIRKSSSESIGFQRSGTSAFLNIEPKEMSMSSANNNNEEAPASTV.... Result: 0 (no interaction). (2) The miRNA is hsa-miR-4795-5p with sequence AGAAGUGGCUAAUAAUAUUGA. The protein sequence of the target gene is MSSTLHSVFFTLKVSILLGSLLGLCLGLEFMGLPNQWARYLRWDASTRSDLSFQFKTNVSTGLLLYLDDGGVCDFLCLSLVDGRVQLRFSMDCAETAVLSNKQVNDSSWHFLMVSRDRLRTVLMLDGEGQSGELQPQRPYMDVVSDLFLGGVPTDIRPSALTLDGVQAMPGFKGLILDLKYGNSEPRLLGSRGVQMDAEGPCGERPCENGGICFLLDGHPTCDCSTTGYGGKLCSEDVSQDPGLSHLMMSEQAREENVATFRGSEYLCYDLSQNPIQSSSDEITLSFKTWQRNGLILHTG.... Result: 1 (interaction). (3) The miRNA is hsa-miR-4312 with sequence GGCCUUGUUCCUGUCCCCA. The protein sequence of the target gene is MAAPQITLSVLVIALLTCSVTAYPNGKVPMSCGGMIPQHNHSPQSEPIHQITVSQTTFKPGDQIEVTLSGPPFRGFLLEARDAENLSGPPIGSFTLIDSEESQLLTCTDVQGLAVSHTRSSKKTEIKVYWDAPSPAPDHIRFLATVVQKFKIYWVKIPSPVISQPNAPPFTTPKATTQPLTTPPSVSHLTKPFSAFECGNKKFCVRSPLNCDPEKEPACVFLSFTRDNQSVMVEMSGPSDGYVSFAFSHDQWMGDDDAYLCIREDQTVDIQPSYLTGRSYPVMDSRGTLEDMAWRLADGV.... Result: 0 (no interaction). (4) The miRNA is hsa-miR-6847-3p with sequence GGCUCAUGUGUCUGUCCUCUUC. Result: 0 (no interaction). The protein sequence of the target gene is MPRGFLVKRTKRTGGLYRVRLAERVFPLLGPQGAPPFLEEAPSASLPGAERATPPTREEPGKGLTAEAAREQSGSPCRAAGVSPGTGGREGAEWRAGGREGPGPSPSPSPSPAKPAGAELRRAFLERCLSSPVSAESFPGGAAAVAAFSCSVAPAAAPTPGEQFLLPLRAPFPEPALQPDPAPLSAALQSLKRAAGGERRGKAPTDCASGPAAAGIKKPKAMRKLSFADEVTTSPVLGLKIKEEEPGAPSRGLGGSRTPLGEFICQLCKEQYADPFALAQHRCSRIVRVEYRCPECDKVF.... (5) The miRNA is hsa-miR-4520-5p with sequence CCUGCGUGUUUUCUGUCCAA. The protein sequence of the target gene is MAYSTVQRVALASGLVLAVSLLLPKAFLSRGKRPEPPPGPEGKLDRFPPMMHHHSAPSDGQTPGARFQRSHLAEAFAKAKGAGGGAGGGGSGRGLMGQIIPIYGFGIFLYILYILFKLSKGKTAEDRNCSTAPPGNAHRKITNFELVQLQEKLKETEEAMEKLINRVGPNGESRAQAVTSDQEKRLLHQLREITRVMKEGKFIDTSPEKEAEEAPYMEDWEGYPEETYPIYDLSDGIKRRQETILVDYPDLKEPSAEEIAEQMGEIEEEGSERLSWDHLPTDPGAQKDNSVAPCDPKPES.... Result: 0 (no interaction). (6) The miRNA is hsa-miR-1-3p with sequence UGGAAUGUAAAGAAGUAUGUAU. The protein sequence of the target gene is MGWGGGGGCTPRPPIHQQPPERRVVTVVFLGLLLDLLAFTLLLPLLPGLLESHGRAHDPLYGSWQGGVDWFATAIGMPVEKRYNSVLFGGLIGSAFSVLQFLCAPLTGATSDCLGRRPVMLLCLMGVATSYAVWATSRSFAAFLASRLIGGISKGNVSLSTAIVADLGSPLARSQGMAVIGVAFSLGFTLGPMLGASLPLEMAPWFALLFAASDLLFIFCFLPETLPLEKRAPSIALGFRDAADLLSPLALLRFSAVARGQDPPSGDRLSSLRRLGLVYFLYLFLFSGLEYTLSFLTHQR.... Result: 1 (interaction). (7) The miRNA is hsa-miR-4508 with sequence GCGGGGCUGGGCGCGCG. The protein sequence of the target gene is MAGGRETCLPLIGFILICLKMVASAKSAPEIPTIDQAYSKLSNSITVEWATVPGATSYLLTAEDGDTVIETTVANSPGTVTGLKAATWYEITIRSISAAGRSQASPPKQAKTVLAAPILEVSSPSSDSILVQWEAVYMAIAFSVSIMRANGLGSIWKENTTNTSLTFTSLEAGTLYTIKAYAWNANRIPGDDSTCNQRTSPRAPANIQVSFDSGALKASFSWARAEGAFNYTVMALSDSSELTCSTTFSSCTISSLQCGTEYLISVLASNDAGSSKSSSAMTLKTVACAPGRVTIQEDPP.... Result: 0 (no interaction). (8) The miRNA is hsa-miR-5003-3p with sequence UACUUUUCUAGGUUGUUGGGG. The protein sequence of the target gene is MKLRTRKASQQSSPIQTQRTARAKRKYSEVDDSLPSGGEKPSKNETGLLSSIKKFIKGSTPKEERENPSKRSRIERDIDNNLITSTPRTGEKPDKQLSRVRRKSPVNGEAGSYEMTNQHIKQNGKLEDNPCSGSPPRTTLLGTIFSPVFNFFSPANKNGTSGSDSPGQAVEAEEIVKQLDMEQVDEITTSTTSANGAAYSNQAVQVRPSLNNGLEEAEETVTRDIPPLTAPVTPESGYSSAHAEATYEEDWEVFDPYYFIKHVPPLTEEQLNRKPALPLKTRSTPEFSLVLDLDETLVHC.... Result: 0 (no interaction).